From a dataset of HIV replication inhibition screening data with 41,000+ compounds from the AIDS Antiviral Screen. Binary Classification. Given a drug SMILES string, predict its activity (active/inactive) in a high-throughput screening assay against a specified biological target. The molecule is Cc1ccc2nc(NC(=S)NCCCCNC(=S)Nc3ccc4cc(C)ccc4n3)ccc2c1. The result is 0 (inactive).